From a dataset of Peptide-MHC class I binding affinity with 185,985 pairs from IEDB/IMGT. Regression. Given a peptide amino acid sequence and an MHC pseudo amino acid sequence, predict their binding affinity value. This is MHC class I binding data. (1) The peptide sequence is LSCTKNTSHH. The MHC is HLA-A31:01 with pseudo-sequence HLA-A31:01. The binding affinity (normalized) is 0.0136. (2) The peptide sequence is SDYLEEDTI. The MHC is Patr-B2401 with pseudo-sequence Patr-B2401. The binding affinity (normalized) is 0.775. (3) The peptide sequence is WYMWLGARF. The MHC is HLA-A24:02 with pseudo-sequence HLA-A24:02. The binding affinity (normalized) is 0.742. (4) The peptide sequence is LLRRRPYPL. The MHC is HLA-A02:01 with pseudo-sequence HLA-A02:01. The binding affinity (normalized) is 0.570. (5) The peptide sequence is NFWLNTLLF. The MHC is HLA-A02:03 with pseudo-sequence HLA-A02:03. The binding affinity (normalized) is 0.0847. (6) The peptide sequence is GMYCRCSHG. The MHC is HLA-B15:01 with pseudo-sequence HLA-B15:01. The binding affinity (normalized) is 0.503. (7) The binding affinity (normalized) is 0.0847. The peptide sequence is EQNWDWNRY. The MHC is HLA-B44:02 with pseudo-sequence HLA-B44:02.